This data is from Catalyst prediction with 721,799 reactions and 888 catalyst types from USPTO. The task is: Predict which catalyst facilitates the given reaction. (1) Reactant: C([O:3][C:4](=[O:24])[CH:5]([C:9]1[C:14]([F:15])=[CH:13][C:12]([C:16](=[O:22])[NH:17][CH2:18][CH:19]([CH3:21])[CH3:20])=[CH:11][C:10]=1[F:23])[O:6][CH2:7][CH3:8])C.CO.O.O[Li].O. Product: [F:15][C:14]1[CH:13]=[C:12]([C:16](=[O:22])[NH:17][CH2:18][CH:19]([CH3:21])[CH3:20])[CH:11]=[C:10]([F:23])[C:9]=1[CH:5]([O:6][CH2:7][CH3:8])[C:4]([OH:24])=[O:3]. The catalyst class is: 49. (2) Reactant: [Br:1][C:2]1[C:3]([CH2:10][OH:11])=[C:4]([OH:9])[C:5]([OH:8])=[CH:6][CH:7]=1.[C:12]1([CH:18](OC)OC)[CH:17]=[CH:16][CH:15]=[CH:14][CH:13]=1.CC1C=CC(S(O)(=O)=O)=CC=1.O. Product: [Br:1][C:2]1[C:3]2[CH2:10][O:11][CH:18]([C:12]3[CH:17]=[CH:16][CH:15]=[CH:14][CH:13]=3)[O:9][C:4]=2[C:5]([OH:8])=[CH:6][CH:7]=1. The catalyst class is: 76. (3) Product: [CH3:26][C:25]1[CH:27]=[CH:28][C:22]([S:19]([O:15][CH2:14][CH:13]([OH:16])[CH2:12][C:11]2[C:2]([F:1])=[CH:3][CH:4]=[C:5]3[C:10]=2[N:9]=[C:8]([O:17][CH3:18])[CH:7]=[CH:6]3)(=[O:21])=[O:20])=[CH:23][CH:24]=1. The catalyst class is: 347. Reactant: [F:1][C:2]1[C:11]([CH2:12][CH:13]([OH:16])[CH2:14][OH:15])=[C:10]2[C:5]([CH:6]=[CH:7][C:8]([O:17][CH3:18])=[N:9]2)=[CH:4][CH:3]=1.[S:19](Cl)([C:22]1[CH:28]=[CH:27][C:25]([CH3:26])=[CH:24][CH:23]=1)(=[O:21])=[O:20].C([Sn](=O)CCCC)CCC.C(=O)(O)[O-].[Na+]. (4) Reactant: [OH:1][C:2]1[C:9]([O:10][CH3:11])=[CH:8][C:5]([CH:6]=O)=[C:4]([O:12][CH3:13])[CH:3]=1.[NH:14]1[CH2:18][CH2:17][CH2:16][CH2:15]1.[BH-](OC(C)=O)(OC(C)=O)OC(C)=O.[Na+].OS([O-])(=O)=O.[Na+]. Product: [CH3:11][O:10][C:9]1[CH:8]=[C:5]([CH2:6][N:14]2[CH2:18][CH2:17][CH2:16][CH2:15]2)[C:4]([O:12][CH3:13])=[CH:3][C:2]=1[OH:1]. The catalyst class is: 34. (5) Reactant: C1C=CC(P(C2C=CC=CC=2)C2C=CC=CC=2)=CC=1.CCOC(/N=N/C(OCC)=O)=O.[C:32]([N:39]1[CH2:42][CH:41]([OH:43])[CH2:40]1)([O:34][C:35]([CH3:38])([CH3:37])[CH3:36])=[O:33].O[C:45]1[CH:46]=[N:47][CH:48]=[CH:49][CH:50]=1. Product: [C:35]([O:34][C:32]([N:39]1[CH2:42][CH:41]([O:43][C:45]2[CH:46]=[N:47][CH:48]=[CH:49][CH:50]=2)[CH2:40]1)=[O:33])([CH3:38])([CH3:37])[CH3:36]. The catalyst class is: 1. (6) Reactant: [CH:1]([NH:3][NH2:4])=O.[C:5]([O:9][C:10]([N:12]1[CH2:18][C:17]2[CH:19]=[C:20]([Cl:23])[CH:21]=[CH:22][C:16]=2[NH:15][C:14](=S)[CH2:13]1)=[O:11])([CH3:8])([CH3:7])[CH3:6]. Product: [C:5]([O:9][C:10]([N:12]1[CH2:13][C:14]2[N:15]([CH:1]=[N:3][N:4]=2)[C:16]2[CH:22]=[CH:21][C:20]([Cl:23])=[CH:19][C:17]=2[CH2:18]1)=[O:11])([CH3:8])([CH3:6])[CH3:7]. The catalyst class is: 12. (7) Reactant: [Br:1][C:2]1[C:3]2[CH:11]=[CH:10][O:9][C:4]=2[C:5](=[O:8])[NH:6][CH:7]=1.[H-].[Na+].[CH3:14]I. Product: [Br:1][C:2]1[C:3]2[CH:11]=[CH:10][O:9][C:4]=2[C:5](=[O:8])[N:6]([CH3:14])[CH:7]=1. The catalyst class is: 3.